Dataset: Reaction yield outcomes from USPTO patents with 853,638 reactions. Task: Predict the reaction yield, written as a fraction of the theoretical maximum amount of product (1.0 means a 100% yield; for example, 0.34 means a 34% yield). (1) The reactants are C([O:9][CH2:10][C:11]1[CH:16]=[C:15]([O:17][CH2:18][CH2:19][CH2:20]Br)[C:14]([O:22][CH2:23][CH2:24][CH2:25]Br)=[C:13]([O:27][CH2:28][CH2:29][CH2:30]Br)[CH:12]=1)(=O)C1C=CC=CC=1.[BH4-].[Na+].[C:42]1([Te:41][Te:41][C:42]2[CH:47]=[CH:46][CH:45]=[CH:44][CH:43]=2)[CH:47]=[CH:46][CH:45]=[CH:44][CH:43]=1. The catalyst is C1COCC1. The product is [C:42]1([Te:41][CH2:20][CH2:19][CH2:18][O:17][C:15]2[CH:16]=[C:11]([CH:12]=[C:13]([O:27][CH2:28][CH2:29][CH2:30][Te:41][C:42]3[CH:43]=[CH:44][CH:45]=[CH:46][CH:47]=3)[C:14]=2[O:22][CH2:23][CH2:24][CH2:25][Te:41][C:42]2[CH:47]=[CH:46][CH:45]=[CH:44][CH:43]=2)[CH2:10][OH:9])[CH:43]=[CH:44][CH:45]=[CH:46][CH:47]=1. The yield is 0.560. (2) The reactants are [Li+].[B-](CC)(CC)CC.[CH3:9][O:10][C:11]1[C:12]([O:71][CH2:72][CH2:73][CH2:74][O:75][C:76]2[C:112]([O:113][CH3:114])=[CH:111][C:79]3[C:80](=[O:110])[N:81]4[CH:96]=[C:95]([C:97]5[CH:102]=[CH:101][C:100]([N:103]6[CH2:108][CH2:107][N:106]([CH3:109])[CH2:105][CH2:104]6)=[CH:99][CH:98]=5)[CH2:94][C@H:82]4[C:83](=O)[N:84](COCC[Si](C)(C)C)[C:78]=3[CH:77]=2)=[CH:13][C:14]2[N:20](COCC[Si](C)(C)C)[C:19](=O)[C@@H:18]3[CH2:30][C:31]([C:33]4[CH:38]=[CH:37][C:36]([NH:39][C:40](=[O:68])[C@@H:41]([NH:43][C:44](=[O:67])[C@@H:45]([NH:49][C:50](=[O:66])[O:51][CH2:52][CH:53]5[C:65]6[CH:64]=[CH:63][CH:62]=[CH:61][C:60]=6[C:59]6[C:54]5=[CH:55][CH:56]=[CH:57][CH:58]=6)[CH:46]([CH3:48])[CH3:47])[CH3:42])=[CH:35][CH:34]=4)=[CH:32][N:17]3[C:16](=[O:69])[C:15]=2[CH:70]=1. The catalyst is C1COCC1. The product is [CH3:9][O:10][C:11]1[C:12]([O:71][CH2:72][CH2:73][CH2:74][O:75][C:76]2[C:112]([O:113][CH3:114])=[CH:111][C:79]3[C:80](=[O:110])[N:81]4[CH:96]=[C:95]([C:97]5[CH:98]=[CH:99][C:100]([N:103]6[CH2:108][CH2:107][N:106]([CH3:109])[CH2:105][CH2:104]6)=[CH:101][CH:102]=5)[CH2:94][C@H:82]4[CH:83]=[N:84][C:78]=3[CH:77]=2)=[CH:13][C:14]2[N:20]=[CH:19][C@@H:18]3[CH2:30][C:31]([C:33]4[CH:34]=[CH:35][C:36]([NH:39][C:40](=[O:68])[C@@H:41]([NH:43][C:44](=[O:67])[C@@H:45]([NH:49][C:50](=[O:66])[O:51][CH2:52][CH:53]5[C:54]6[CH:55]=[CH:56][CH:57]=[CH:58][C:59]=6[C:60]6[C:65]5=[CH:64][CH:63]=[CH:62][CH:61]=6)[CH:46]([CH3:47])[CH3:48])[CH3:42])=[CH:37][CH:38]=4)=[CH:32][N:17]3[C:16](=[O:69])[C:15]=2[CH:70]=1. The yield is 0.630. (3) The reactants are C(O[C:4]([C:6]1[O:10][N:9]=[C:8]([C:11]2[CH:16]=[CH:15][C:14]([NH:17][C:18]([NH:20][C:21]3[CH:26]=[CH:25][C:24]([F:27])=[CH:23][CH:22]=3)=[O:19])=[CH:13][CH:12]=2)[C:7]=1[C:28]1[CH:33]=[CH:32][CH:31]=[CH:30][CH:29]=1)=[O:5])C.Cl.[CH3:35][O:36][C:37](=[O:43])[C@@H:38]([NH2:42])[CH:39]([CH3:41])[CH3:40]. No catalyst specified. The product is [CH3:35][O:36][C:37](=[O:43])[C@@H:38]([NH:42][C:4]([C:6]1[O:10][N:9]=[C:8]([C:11]2[CH:12]=[CH:13][C:14]([NH:17][C:18]([NH:20][C:21]3[CH:22]=[CH:23][C:24]([F:27])=[CH:25][CH:26]=3)=[O:19])=[CH:15][CH:16]=2)[C:7]=1[C:28]1[CH:29]=[CH:30][CH:31]=[CH:32][CH:33]=1)=[O:5])[CH:39]([CH3:41])[CH3:40]. The yield is 0.887. (4) The reactants are C([O:3][C:4]([C:6]1[C:7]([CH:25]2[CH2:27][CH2:26]2)=[N:8][N:9]([CH2:11][C:12]2[CH:17]=[CH:16][C:15]([CH2:18][N:19]3[CH:23]=[C:22]([CH3:24])[CH:21]=[N:20]3)=[CH:14][CH:13]=2)[CH:10]=1)=[O:5])C.[OH-].[Na+]. The catalyst is C(O)C. The product is [CH:25]1([C:7]2[C:6]([C:4]([OH:5])=[O:3])=[CH:10][N:9]([CH2:11][C:12]3[CH:17]=[CH:16][C:15]([CH2:18][N:19]4[CH:23]=[C:22]([CH3:24])[CH:21]=[N:20]4)=[CH:14][CH:13]=3)[N:8]=2)[CH2:27][CH2:26]1. The yield is 0.860. (5) The reactants are Cl[C:2]1[N:7]=[CH:6][C:5]([CH:8]([N:13]2[CH2:17][CH2:16][C@H:15]([NH:18][C:19](=[O:25])[O:20][C:21]([CH3:24])([CH3:23])[CH3:22])[CH2:14]2)[C:9]([F:12])([F:11])[F:10])=[CH:4][CH:3]=1.[NH2:26][NH2:27].O.C(OCC)(=O)C. The catalyst is C(O)C(C)C. The product is [F:10][C:9]([F:12])([F:11])[CH:8]([N:13]1[CH2:17][CH2:16][C@H:15]([NH:18][C:19](=[O:25])[O:20][C:21]([CH3:24])([CH3:23])[CH3:22])[CH2:14]1)[C:5]1[CH:6]=[N:7][C:2]([NH:26][NH2:27])=[CH:3][CH:4]=1. The yield is 0.941. (6) The yield is 0.230. The product is [CH2:1]([N:5]1[CH2:10][CH2:9][NH:8][CH2:7][CH2:6]1)[C:2]#[CH:3]. The catalyst is C1COCC1.O. The reactants are [CH2:1](Br)[C:2]#[CH:3].[NH:5]1[CH2:10][CH2:9][NH:8][CH2:7][CH2:6]1. (7) The reactants are [N+:1]([C:4]1[CH:5]=[C:6]([NH:10][CH2:11][C:12]2[CH:17]=[CH:16][CH:15]=[C:14]([O:18][C:19]([F:24])([F:23])[CH:20]([F:22])[F:21])[CH:13]=2)[CH:7]=[CH:8][CH:9]=1)([O-:3])=[O:2].[F:25][C:26]([F:31])([F:30])[CH:27]1[O:29][CH2:28]1.FC(F)(F)S([O-])(=O)=O.[Yb+3].FC(F)(F)S([O-])(=O)=O.FC(F)(F)S([O-])(=O)=O. The catalyst is C(#N)C. The product is [N+:1]([C:4]1[CH:5]=[C:6]([N:10]([CH2:11][C:12]2[CH:17]=[CH:16][CH:15]=[C:14]([O:18][C:19]([F:23])([F:24])[CH:20]([F:21])[F:22])[CH:13]=2)[CH2:28][CH:27]([OH:29])[C:26]([F:31])([F:30])[F:25])[CH:7]=[CH:8][CH:9]=1)([O-:3])=[O:2]. The yield is 0.450.